Dataset: Buchwald-Hartwig C-N cross coupling reaction yields with 55,370 reactions. Task: Predict the reaction yield, written as a fraction of the theoretical maximum amount of product (1.0 means a 100% yield; for example, 0.34 means a 34% yield). (1) The reactants are COc1ccc(Cl)cc1.Cc1ccc(N)cc1.O=S(=O)(O[Pd]1c2ccccc2-c2ccccc2N~1)C(F)(F)F.COc1ccc(OC)c(P([C@]23C[C@H]4C[C@H](C[C@H](C4)C2)C3)[C@]23C[C@H]4C[C@H](C[C@H](C4)C2)C3)c1-c1c(C(C)C)cc(C(C)C)cc1C(C)C.CN(C)C(=NC(C)(C)C)N(C)C.c1ccc(CN(Cc2ccccc2)c2ccon2)cc1. No catalyst specified. The product is COc1ccc(Nc2ccc(C)cc2)cc1. The yield is 0.413. (2) The product is Cc1ccc(Nc2ccccn2)cc1. The reactants are Brc1ccccn1.Cc1ccc(N)cc1.O=S(=O)(O[Pd]1c2ccccc2-c2ccccc2N~1)C(F)(F)F.CC(C)c1cc(C(C)C)c(-c2ccccc2P(C(C)(C)C)C(C)(C)C)c(C(C)C)c1.CN(C)C(=NC(C)(C)C)N(C)C.c1ccc(-c2ccon2)cc1. The yield is 0.863. No catalyst specified. (3) The reactants are Clc1ccccn1.Cc1ccc(N)cc1.O=S(=O)(O[Pd]1c2ccccc2-c2ccccc2N~1)C(F)(F)F.COc1ccc(OC)c(P(C(C)(C)C)C(C)(C)C)c1-c1c(C(C)C)cc(C(C)C)cc1C(C)C.CCN=P(N=P(N(C)C)(N(C)C)N(C)C)(N(C)C)N(C)C.COC(=O)c1cc(-c2cccs2)on1. No catalyst specified. The product is Cc1ccc(Nc2ccccn2)cc1. The yield is 0.726.